From a dataset of Full USPTO retrosynthesis dataset with 1.9M reactions from patents (1976-2016). Predict the reactants needed to synthesize the given product. (1) Given the product [CH3:55][O:54][C:52]([C:51]1[CH:56]=[CH:57][C:48]([CH2:47][NH:46][C:2]2[N:7]=[C:6]([O:13][CH2:12][C:11]([F:15])([F:14])[F:10])[N:5]=[C:4]([NH:25][C:26]3[CH:27]=[CH:28][C:29]([C:30]([O:32][CH3:33])=[O:31])=[CH:34][CH:35]=3)[N:3]=2)=[CH:49][CH:50]=1)=[O:53], predict the reactants needed to synthesize it. The reactants are: Cl[C:2]1[N:7]=[C:6](Cl)[N:5]=[C:4](Cl)[N:3]=1.[F:10][C:11]([F:15])([F:14])[CH2:12][OH:13].N1C(C)=CC(C)=CC=1C.[NH2:25][C:26]1[CH:35]=[CH:34][C:29]([C:30]([O:32][CH3:33])=[O:31])=[CH:28][CH:27]=1.CCN(C(C)C)C(C)C.Cl.[NH2:46][CH2:47][C:48]1[CH:57]=[CH:56][C:51]([C:52]([O:54][CH3:55])=[O:53])=[CH:50][CH:49]=1. (2) Given the product [N:24]1[C:25]2[C:30](=[CH:29][CH:28]=[CH:27][CH:26]=2)[CH:31]=[C:22]([C:1]([NH2:8])=[O:2])[CH:23]=1.[C:1]([NH:8][C@@H:9]([C:18]([OH:20])=[O:19])[CH2:10][CH2:11][C:12]1[CH:13]=[CH:14][CH:15]=[CH:16][CH:17]=1)([O:3][C:4]([CH3:5])([CH3:7])[CH3:6])=[O:2], predict the reactants needed to synthesize it. The reactants are: [C:1]([NH:8][C@@H:9]([C:18]([OH:20])=[O:19])[CH2:10][CH2:11][C:12]1[CH:17]=[CH:16][CH:15]=[CH:14][CH:13]=1)([O:3][C:4]([CH3:7])([CH3:6])[CH3:5])=[O:2].N[C:22]1[CH:23]=[N:24][C:25]2[C:30]([CH:31]=1)=[CH:29][CH:28]=[CH:27][CH:26]=2.C1(N=C=NC2CCCCC2)CCCCC1.O.